Dataset: Catalyst prediction with 721,799 reactions and 888 catalyst types from USPTO. Task: Predict which catalyst facilitates the given reaction. Reactant: [CH2:1]([NH:8][C:9]1[N:10]=[N:11][CH:12]=[CH:13][C:14]=1[C:15]([OH:17])=O)[C:2]1[CH:7]=[CH:6][CH:5]=[CH:4][CH:3]=1.F[B-](F)(F)F.N1(OC(N(C)C)=[N+](C)C)C2C=CC=CC=2N=N1.C(N(CC)CC)C.[Cl:47][C:48]1[CH:49]=[C:50]2[C:54](=[CH:55][CH:56]=1)[NH:53][CH2:52][CH2:51]2. Product: [CH2:1]([NH:8][C:9]1[N:10]=[N:11][CH:12]=[CH:13][C:14]=1[C:15]([N:53]1[C:54]2[C:50](=[CH:49][C:48]([Cl:47])=[CH:56][CH:55]=2)[CH2:51][CH2:52]1)=[O:17])[C:2]1[CH:3]=[CH:4][CH:5]=[CH:6][CH:7]=1. The catalyst class is: 18.